Dataset: Catalyst prediction with 721,799 reactions and 888 catalyst types from USPTO. Task: Predict which catalyst facilitates the given reaction. (1) Reactant: O=P(Cl)(Cl)Cl.[CH:6]([C:9]1[NH:10][C:11]2[C:16]([CH:17]=1)=[CH:15][CH:14]=[CH:13][CH:12]=2)([CH3:8])[CH3:7].CN([CH:21]=[O:22])C. Product: [CH:6]([C:9]1[NH:10][C:11]2[C:16]([C:17]=1[CH:21]=[O:22])=[CH:15][CH:14]=[CH:13][CH:12]=2)([CH3:8])[CH3:7]. The catalyst class is: 25. (2) Reactant: [C:1]([SiH2:5][O:6][C:7]([CH3:17])([CH3:16])[C:8]1[O:12][C:11]([CH:13]=[O:14])=[N:10][C:9]=1[CH3:15])([CH3:4])([CH3:3])[CH3:2].[BH4-].[Na+].[Cl-].[NH4+]. Product: [C:1]([SiH2:5][O:6][C:7]([CH3:17])([CH3:16])[C:8]1[O:12][C:11]([CH2:13][OH:14])=[N:10][C:9]=1[CH3:15])([CH3:4])([CH3:3])[CH3:2]. The catalyst class is: 5. (3) Reactant: [CH:1]([C:5]1[CH:10]=[CH:9][C:8]([N:11]2[C:20](=[O:21])[C:19]3[C:14](=[CH:15][C:16]([F:22])=[CH:17][CH:18]=3)[NH:13][CH:12]2[C:23]2[CH:28]=[C:27]([CH3:29])[C:26]([O:30][CH2:31][CH2:32][OH:33])=[C:25]([CH3:34])[CH:24]=2)=[CH:7][CH:6]=1)([CH2:3][CH3:4])[CH3:2].C(C1C(=O)C(Cl)=C(Cl)C(=O)C=1C#N)#N. The catalyst class is: 1. Product: [CH:1]([C:5]1[CH:10]=[CH:9][C:8]([N:11]2[C:20](=[O:21])[C:19]3[C:14](=[CH:15][C:16]([F:22])=[CH:17][CH:18]=3)[N:13]=[C:12]2[C:23]2[CH:28]=[C:27]([CH3:29])[C:26]([O:30][CH2:31][CH2:32][OH:33])=[C:25]([CH3:34])[CH:24]=2)=[CH:7][CH:6]=1)([CH2:3][CH3:4])[CH3:2]. (4) Reactant: [C:1]1(=[O:14])[C:6]2[S:7][C:8]3[CH2:13][CH2:12][CH2:11][CH2:10][C:9]=3[C:5]=2[CH2:4][CH2:3][NH:2]1.[C:15]([O:18][CH2:19][C:20]1[C:25]([Br:26])=[CH:24][C:23]([F:27])=[CH:22][C:21]=1Br)(=[O:17])[CH3:16].CC1(C)C2C(=C(P(C3C=CC=CC=3)C3C=CC=CC=3)C=CC=2)OC2C(P(C3C=CC=CC=3)C3C=CC=CC=3)=CC=CC1=2.C([O-])([O-])=O.[Cs+].[Cs+]. Product: [C:15]([O:18][CH2:19][C:20]1[C:21]([N:2]2[CH2:3][CH2:4][C:5]3[C:9]4[CH2:10][CH2:11][CH2:12][CH2:13][C:8]=4[S:7][C:6]=3[C:1]2=[O:14])=[CH:22][C:23]([F:27])=[CH:24][C:25]=1[Br:26])(=[O:17])[CH3:16]. The catalyst class is: 62. (5) Reactant: [I:1][C:2]1[C:10]2[C:5](=[N:6][CH:7]=[N:8][C:9]=2[NH:11]C(=O)OC(C)(C)C)[N:4]([C:19]2[CH:24]=[CH:23][CH:22]=[C:21]([NH:25][CH3:26])[CH:20]=2)[N:3]=1.[C:27](Cl)(=[O:30])[CH:28]=[CH2:29].C(O)(C(F)(F)F)=O. Product: [NH2:11][C:9]1[N:8]=[CH:7][N:6]=[C:5]2[N:4]([C:19]3[CH:20]=[C:21]([N:25]([CH3:26])[C:27](=[O:30])[CH:28]=[CH2:29])[CH:22]=[CH:23][CH:24]=3)[N:3]=[C:2]([I:1])[C:10]=12. The catalyst class is: 2.